This data is from Ames mutagenicity test results for genotoxicity prediction. The task is: Regression/Classification. Given a drug SMILES string, predict its toxicity properties. Task type varies by dataset: regression for continuous values (e.g., LD50, hERG inhibition percentage) or binary classification for toxic/non-toxic outcomes (e.g., AMES mutagenicity, cardiotoxicity, hepatotoxicity). Dataset: ames. (1) The drug is CN(C)N=O. The result is 1 (mutagenic). (2) The drug is c1ccc2sncc2c1. The result is 0 (non-mutagenic). (3) The compound is COC(=O)C12OC1(C)C(C(C)C)OC2=O. The result is 1 (mutagenic). (4) The compound is Cn1ccnc1N=O. The result is 1 (mutagenic). (5) The compound is O=CC1CC(=O)C(=O)CO1. The result is 1 (mutagenic). (6) The molecule is N[C@@H](CCC(=O)O)C(=O)O. The result is 0 (non-mutagenic). (7) The molecule is COc1ccc(C(=O)c2ccccc2)c(O)c1. The result is 0 (non-mutagenic). (8) The drug is OCC(CBr)(CBr)CBr. The result is 1 (mutagenic). (9) The molecule is Oc1ccccc1Cl. The result is 0 (non-mutagenic).